From a dataset of Reaction yield outcomes from USPTO patents with 853,638 reactions. Predict the reaction yield, written as a fraction of the theoretical maximum amount of product (1.0 means a 100% yield; for example, 0.34 means a 34% yield). The reactants are [F:1][C:2]([F:18])([F:17])[C:3]1[CH:7]=[C:6]([CH2:8][NH:9][C:10](=[O:16])[O:11][C:12]([CH3:15])([CH3:14])[CH3:13])[NH:5][N:4]=1.[F:19][C:20]1[CH:25]=[CH:24][C:23](B(O)O)=[CH:22][CH:21]=1.N1C=CC=CC=1. The catalyst is ClCCl.C([O-])(=O)C.[Cu+2].C([O-])(=O)C. The product is [F:19][C:20]1[CH:25]=[CH:24][C:23]([N:5]2[C:6]([CH2:8][NH:9][C:10](=[O:16])[O:11][C:12]([CH3:14])([CH3:15])[CH3:13])=[CH:7][C:3]([C:2]([F:1])([F:17])[F:18])=[N:4]2)=[CH:22][CH:21]=1. The yield is 0.740.